This data is from Reaction yield outcomes from USPTO patents with 853,638 reactions. The task is: Predict the reaction yield, written as a fraction of the theoretical maximum amount of product (1.0 means a 100% yield; for example, 0.34 means a 34% yield). (1) The reactants are Br[C:2]1[C:10]2[C:5](=[CH:6][C:7]([C:11]([O:13][CH3:14])=[O:12])=[CH:8][CH:9]=2)[N:4]([C:15]2[CH:20]=[CH:19][C:18]([CH3:21])=[CH:17][CH:16]=2)[N:3]=1.[F:22][C:23]1[CH:28]=[CH:27][CH:26]=[C:25]([F:29])[C:24]=1B(O)O.C([O-])([O-])=O.[Cs+].[Cs+]. The catalyst is [Cu]Cl.C1(P(C2C=CC=CC=2)[C-]2C=CC=C2)C=CC=CC=1.[C-]1(P(C2C=CC=CC=2)C2C=CC=CC=2)C=CC=C1.[Fe+2].C([O-])(=O)C.[Pd+2].C([O-])(=O)C.CN(C)C=O. The product is [F:22][C:23]1[CH:28]=[CH:27][CH:26]=[C:25]([F:29])[C:24]=1[C:2]1[C:10]2[C:5](=[CH:6][C:7]([C:11]([O:13][CH3:14])=[O:12])=[CH:8][CH:9]=2)[N:4]([C:15]2[CH:20]=[CH:19][C:18]([CH3:21])=[CH:17][CH:16]=2)[N:3]=1. The yield is 0.536. (2) The reactants are [Cl:1][C:2]1[CH:10]=[C:9]([N:11]2[CH2:16][CH2:15][O:14][CH2:13][S:12]2(=[O:18])=[O:17])[CH:8]=[CH:7][C:3]=1[C:4]([OH:6])=O.[Cl:19][C:20]1[CH:26]=[CH:25][C:23]([NH2:24])=[CH:22][C:21]=1[C:27]1[N:36]=[CH:35][CH:34]=[C:33]2[C:28]=1[CH:29]=[CH:30][CH:31]=[N:32]2.CN(C(ON1N=NC2C=CC=NC1=2)=[N+](C)C)C.F[P-](F)(F)(F)(F)F.CCN(C(C)C)C(C)C. The yield is 0.150. The catalyst is CN(C=O)C. The product is [Cl:1][C:2]1[CH:10]=[C:9]([N:11]2[CH2:16][CH2:15][O:14][CH2:13][S:12]2(=[O:18])=[O:17])[CH:8]=[CH:7][C:3]=1[C:4]([NH:24][C:23]1[CH:25]=[CH:26][C:20]([Cl:19])=[C:21]([C:27]2[N:36]=[CH:35][CH:34]=[C:33]3[C:28]=2[CH:29]=[CH:30][CH:31]=[N:32]3)[CH:22]=1)=[O:6]. (3) The reactants are [Cl:1][C:2]1[CH:3]=[C:4]([CH:8]=[CH:9][C:10]=1[CH2:11][CH:12]([CH3:14])[CH3:13])[C:5]([OH:7])=O.ON1C2C=CC=CC=2N=N1.Cl.C(N=C=NCCCN(C)C)C.O[N:38]=[C:39]([C:41]1[C:42]([CH3:59])=[N:43][C:44]([CH2:47][O:48][Si](C(C)C)(C(C)C)C(C)C)=[CH:45][CH:46]=1)[NH2:40].[F-].C([N+](CCCC)(CCCC)CCCC)CCC.O1CCCC1. No catalyst specified. The product is [Cl:1][C:2]1[CH:3]=[C:4]([C:5]2[O:7][N:40]=[C:39]([C:41]3[CH:46]=[CH:45][C:44]([CH2:47][OH:48])=[N:43][C:42]=3[CH3:59])[N:38]=2)[CH:8]=[CH:9][C:10]=1[CH2:11][CH:12]([CH3:14])[CH3:13]. The yield is 0.890. (4) The reactants are [CH2:1]([N:8]1[CH2:12][CH:11]([CH3:13])[CH:10]([C:14]2[NH:19][C:18](=[O:20])[C:17]3=[CH:21][N:22]=[C:23](I)[N:16]3[N:15]=2)[CH2:9]1)[C:2]1[CH:7]=[CH:6][CH:5]=[CH:4][CH:3]=1.[C:25](=[O:28])([O-])[O-].[K+].[K+].[CH2:31](Br)[C:32]1C=CC=[CH:34][CH:33]=1. The catalyst is C(#N)C. The product is [CH2:1]([N:8]1[CH2:12][CH:11]([CH3:13])[CH:10]([C:14]2[NH:19][C:18](=[O:20])[C:17]3=[CH:21][N:22]=[C:23]([CH:32]4[CH2:31][CH2:25][O:28][CH2:34][CH2:33]4)[N:16]3[N:15]=2)[CH2:9]1)[C:2]1[CH:7]=[CH:6][CH:5]=[CH:4][CH:3]=1. The yield is 0.250. (5) The reactants are CC(OI1(OC(C)=O)(OC(C)=O)OC(=O)C2C=CC=CC1=2)=O.[C:23]([O:27][C:28](=[O:41])[NH:29][C:30]([C:34]1[CH:39]=[CH:38][CH:37]=[C:36]([Br:40])[CH:35]=1)([CH3:33])[CH2:31][OH:32])([CH3:26])([CH3:25])[CH3:24]. The catalyst is C(Cl)Cl. The product is [C:23]([O:27][C:28](=[O:41])[NH:29][C:30]([C:34]1[CH:39]=[CH:38][CH:37]=[C:36]([Br:40])[CH:35]=1)([CH3:33])[CH:31]=[O:32])([CH3:24])([CH3:25])[CH3:26]. The yield is 0.880.